Dataset: Forward reaction prediction with 1.9M reactions from USPTO patents (1976-2016). Task: Predict the product of the given reaction. Given the reactants [N:1]12[CH2:8][CH2:7][CH:4]([CH2:5][CH2:6]1)[C@@H:3]([O:9][C:10]([C:12]1([C:19]3[CH:24]=[CH:23][CH:22]=[CH:21][CH:20]=3)[CH2:18][CH2:17][CH2:16][CH2:15][CH2:14][CH2:13]1)=[O:11])[CH2:2]2.[Cl:25][CH2:26][C:27]([NH:29][C:30]1[CH:35]=[C:34]([CH3:36])[N:33]=[CH:32][N:31]=1)=[O:28], predict the reaction product. The product is: [Cl-:25].[CH3:36][C:34]1[N:33]=[CH:32][N:31]=[C:30]([NH:29][C:27]([CH2:26][N+:1]23[CH2:8][CH2:7][CH:4]([CH2:5][CH2:6]2)[C@@H:3]([O:9][C:10]([C:12]2([C:19]4[CH:20]=[CH:21][CH:22]=[CH:23][CH:24]=4)[CH2:18][CH2:17][CH2:16][CH2:15][CH2:14][CH2:13]2)=[O:11])[CH2:2]3)=[O:28])[CH:35]=1.